From a dataset of Reaction yield outcomes from USPTO patents with 853,638 reactions. Predict the reaction yield, written as a fraction of the theoretical maximum amount of product (1.0 means a 100% yield; for example, 0.34 means a 34% yield). The reactants are [CH3:1][C:2]1[S:6][CH:5]=[N:4][C:3]=1[C:7]([OH:9])=O.O1CCCC1.S(Cl)(Cl)=O.[NH2:19][C:20]1[CH:21]=[C:22]([CH:39]=[CH:40][C:41]=1[CH3:42])[O:23][C:24]1[CH:25]=[CH:26][C:27]2[N:28]([N:30]=[C:31]([NH:33][C:34]([CH:36]3[CH2:38][CH2:37]3)=[O:35])[N:32]=2)[CH:29]=1. The catalyst is CN(C)C=O.CN(C)C(=O)C. The product is [CH:36]1([C:34]([NH:33][C:31]2[N:32]=[C:27]3[CH:26]=[CH:25][C:24]([O:23][C:22]4[CH:39]=[CH:40][C:41]([CH3:42])=[C:20]([NH:19][C:7]([C:3]5[N:4]=[CH:5][S:6][C:2]=5[CH3:1])=[O:9])[CH:21]=4)=[CH:29][N:28]3[N:30]=2)=[O:35])[CH2:37][CH2:38]1. The yield is 0.780.